This data is from Reaction yield outcomes from USPTO patents with 853,638 reactions. The task is: Predict the reaction yield, written as a fraction of the theoretical maximum amount of product (1.0 means a 100% yield; for example, 0.34 means a 34% yield). (1) The product is [O:11]=[C:2]1[CH2:6][CH2:5][CH:4]([C:7]([O:9][CH3:10])=[O:8])[CH2:3]1. The reactants are C=[C:2]1[CH2:6][CH2:5][CH:4]([C:7]([O:9][CH3:10])=[O:8])[CH2:3]1.[O:11]=[O+][O-].C1(P(C2C=CC=CC=2)C2C=CC=CC=2)C=CC=CC=1. The yield is 0.540. The catalyst is ClCCl. (2) The reactants are C(OC([N:8]1[C:16]2[C:11](=[CH:12][CH:13]=[C:14]([F:17])[CH:15]=2)[C:10]([C:18]2[CH:32]=[CH:31][C:21]3[N:22]=[C:23]([CH2:25][CH2:26][S:27]([CH3:30])(=[O:29])=[O:28])[O:24][C:20]=3[CH:19]=2)=[CH:9]1)=O)(C)(C)C. The catalyst is Cl.CCOC(C)=O.CCOC(C)=O. The product is [F:17][C:14]1[CH:15]=[C:16]2[C:11]([C:10]([C:18]3[CH:32]=[CH:31][C:21]4[N:22]=[C:23]([CH2:25][CH2:26][S:27]([CH3:30])(=[O:29])=[O:28])[O:24][C:20]=4[CH:19]=3)=[CH:9][NH:8]2)=[CH:12][CH:13]=1. The yield is 0.430. (3) The reactants are C1C2C(=CC=CC=2)C=CN=1.Cl[C:12]1[C:21]2[C:16](=[C:17]([S:25][CH2:26][CH2:27][CH3:28])[C:18]([O:22][CH2:23][CH3:24])=[CH:19][CH:20]=2)[CH:15]=[CH:14][N:13]=1. No catalyst specified. The product is [CH2:26]([S:25][C:17]1[C:18]([O:22][CH2:23][CH3:24])=[CH:19][CH:20]=[C:21]2[C:16]=1[CH:15]=[CH:14][N:13]=[CH:12]2)[CH2:27][CH3:28]. The yield is 0.448. (4) The reactants are [Br:1][C:2]1[CH:18]=[CH:17][C:5]([C:6]([NH:8][C:9]2([C:14](=[O:16])[NH2:15])[CH2:13][CH2:12][CH2:11][CH2:10]2)=O)=[CH:4][CH:3]=1.[OH-].[Na+]. The catalyst is O.CO. The product is [Br:1][C:2]1[CH:18]=[CH:17][C:5]([C:6]2[NH:15][C:14](=[O:16])[C:9]3([CH2:13][CH2:12][CH2:11][CH2:10]3)[N:8]=2)=[CH:4][CH:3]=1. The yield is 0.950. (5) The reactants are [NH2:1][C:2]1[N:7]=[C:6]([NH2:8])[C:5]([O:9][C:10]2[C:15]([CH:16]([CH3:18])[CH3:17])=[CH:14][C:13]([OH:19])=[C:12]([I:20])[CH:11]=2)=[CH:4][N:3]=1.Br[CH2:22][CH2:23][O:24][Si:25]([C:28](C)(C)C)([CH3:27])[CH3:26].C([O-])([O-])=O.[K+].[K+]. The catalyst is CN(C=O)C. The product is [I:20][C:12]1[C:13]([O:19][CH2:22][CH2:23][O:24][Si:25]([CH3:28])([CH3:27])[CH3:26])=[CH:14][C:15]([CH:16]([CH3:18])[CH3:17])=[C:10]([CH:11]=1)[O:9][C:5]1[C:6]([NH2:8])=[N:7][C:2]([NH2:1])=[N:3][CH:4]=1. The yield is 0.900. (6) The reactants are [Cl:1][C:2]1[CH:7]=[CH:6][C:5]([N:8]2[CH2:13][CH2:12][CH:11]([C:14]([O:16]CC)=O)[CH2:10][CH2:9]2)=[CH:4][C:3]=1[O:19][CH3:20].[Cl:21][CH2:22]I.C(=O)=O.CC(C)=O.C[Li]. The catalyst is CCOCC.C1COCC1. The product is [Cl:21][CH2:22][C:14]([CH:11]1[CH2:10][CH2:9][N:8]([C:5]2[CH:6]=[CH:7][C:2]([Cl:1])=[C:3]([O:19][CH3:20])[CH:4]=2)[CH2:13][CH2:12]1)=[O:16]. The yield is 0.430. (7) The product is [C:1]([O:5][C:6]([NH:8][C:9]1[S:13][C:12]([C:14]2[CH:15]=[CH:16][CH:17]=[CH:18][CH:19]=2)=[N:11][C:10]=1[C:20]([OH:22])=[O:21])=[O:7])([CH3:4])([CH3:2])[CH3:3]. The reactants are [C:1]([O:5][C:6]([NH:8][C:9]1[S:13][C:12]([C:14]2[CH:19]=[CH:18][CH:17]=[CH:16][CH:15]=2)=[N:11][C:10]=1[C:20]([O:22]CC)=[O:21])=[O:7])([CH3:4])([CH3:3])[CH3:2].O[Li].O.Cl. The yield is 0.680. The catalyst is CO.O. (8) The reactants are [Cl:1][C:2]1[C:11]2[C:6](=[CH:7][C:8]([OH:14])=[C:9]([O:12][CH3:13])[CH:10]=2)[N:5]=[CH:4][N:3]=1. The catalyst is COCCO. The product is [Cl:1][C:2]1[C:11]2[C:6](=[CH:7][C:8]([O:14][CH2:8][CH2:9][O:12][CH3:13])=[C:9]([O:12][CH3:13])[CH:10]=2)[N:5]=[CH:4][N:3]=1. The yield is 1.00.